Task: Predict the reactants needed to synthesize the given product.. Dataset: Full USPTO retrosynthesis dataset with 1.9M reactions from patents (1976-2016) (1) Given the product [F:1][C:2]([F:31])([F:30])[C:3]1[CH:4]=[C:5]([C@H:13]2[O:18][C:17](=[O:19])[N:16]([CH2:20][C:21]3[C:26]([C:35]4[CH:36]=[C:37]([C:40]([CH3:44])([CH3:43])[CH2:41][OH:42])[CH:38]=[CH:39][C:34]=4[O:33][CH3:32])=[CH:25][CH:24]=[C:23]([Cl:28])[N:22]=3)[C@@H:15]([CH3:29])[CH2:14]2)[CH:6]=[C:7]([C:9]([F:12])([F:11])[F:10])[CH:8]=1, predict the reactants needed to synthesize it. The reactants are: [F:1][C:2]([F:31])([F:30])[C:3]1[CH:4]=[C:5]([C@H:13]2[O:18][C:17](=[O:19])[N:16]([CH2:20][C:21]3[C:26](Br)=[CH:25][CH:24]=[C:23]([Cl:28])[N:22]=3)[C@@H:15]([CH3:29])[CH2:14]2)[CH:6]=[C:7]([C:9]([F:12])([F:11])[F:10])[CH:8]=1.[CH3:32][O:33][C:34]1[CH:39]=[CH:38][C:37]([C:40]([CH3:44])([CH3:43])[CH2:41][OH:42])=[CH:36][C:35]=1B1OC(C)(C)C(C)(C)O1. (2) Given the product [Cl:24][C:25]1[CH:30]=[CH:29][CH:28]=[C:27]([F:31])[C:26]=1[C:32]1[C:36]([C:37]([O:1][CH2:2][CH2:3][CH2:4][CH2:5][N:6]2[CH2:7][CH2:8][CH:9]([C:12]3[CH:17]=[CH:16][CH:15]=[C:14]([NH:18][C:19](=[O:23])[CH:20]([CH3:21])[CH3:22])[CH:13]=3)[CH2:10][CH2:11]2)=[O:38])=[C:35]([CH3:40])[O:34][N:33]=1, predict the reactants needed to synthesize it. The reactants are: [OH:1][CH2:2][CH2:3][CH2:4][CH2:5][N:6]1[CH2:11][CH2:10][CH:9]([C:12]2[CH:13]=[C:14]([NH:18][C:19](=[O:23])[CH:20]([CH3:22])[CH3:21])[CH:15]=[CH:16][CH:17]=2)[CH2:8][CH2:7]1.[Cl:24][C:25]1[CH:30]=[CH:29][CH:28]=[C:27]([F:31])[C:26]=1[C:32]1[C:36]([C:37](Cl)=[O:38])=[C:35]([CH3:40])[O:34][N:33]=1. (3) Given the product [ClH:19].[Br:1][C:2]1[NH:6][C:5]([C@@H:7]2[CH2:11][CH2:10][CH2:9][NH:8]2)=[N:4][CH:3]=1, predict the reactants needed to synthesize it. The reactants are: [Br:1][C:2]1[NH:6][C:5]([C@@H:7]2[CH2:11][CH2:10][CH2:9][N:8]2C(OC(C)(C)C)=O)=[N:4][CH:3]=1.[ClH:19].O1CCOCC1. (4) Given the product [C:27]([S@@:25]([N:24]=[C:22]([C:15]1[CH:16]=[CH:17][C:18]([O:20][CH3:21])=[CH:19][C:14]=1[OH:13])[CH2:23][C@@H:39]([C:41]1[CH:50]=[CH:49][C:44]([C:45]([O:47][CH3:48])=[O:46])=[CH:43][N:42]=1)[OH:40])=[O:26])([CH3:30])([CH3:29])[CH3:28], predict the reactants needed to synthesize it. The reactants are: C(NC(C)C)(C)C.C([Li])CCC.[OH:13][C:14]1[CH:19]=[C:18]([O:20][CH3:21])[CH:17]=[CH:16][C:15]=1[C:22](=[N:24][S@:25]([C:27]([CH3:30])([CH3:29])[CH3:28])=[O:26])[CH3:23].C(NC(C)C)(C)C.[Li].[CH:39]([C:41]1[CH:50]=[CH:49][C:44]([C:45]([O:47][CH3:48])=[O:46])=[CH:43][N:42]=1)=[O:40]. (5) Given the product [ClH:22].[O:17]1[CH:18]=[CH:19][N:20]=[C:16]1[C:11]1([OH:21])[CH2:12][CH:13]2[NH:8][CH:9]([CH2:15][CH2:14]2)[CH2:10]1, predict the reactants needed to synthesize it. The reactants are: C(OC([N:8]1[CH:13]2[CH2:14][CH2:15][CH:9]1[CH2:10][C:11]([OH:21])([C:16]1[O:17][CH:18]=[CH:19][N:20]=1)[CH2:12]2)=O)(C)(C)C.[ClH:22]. (6) Given the product [CH2:9]=[NH:12].[CH:1]12[CH2:9][CH:5]([CH2:7][CH2:8]1)[CH:4]=[CH:3]2, predict the reactants needed to synthesize it. The reactants are: [C:1]1([CH:8]=[CH:7][C:5](O)=[CH:4][CH:3]=1)O.[CH2:9]([NH2:12])C=C. (7) Given the product [N:3]1[CH:4]=[CH:5][CH:6]=[CH:7][C:2]=1[CH:10]=[CH:9][CH2:8][OH:11], predict the reactants needed to synthesize it. The reactants are: Br[C:2]1[CH:7]=[CH:6][CH:5]=[CH:4][N:3]=1.[CH2:8]([OH:11])[C:9]#[CH:10]. (8) Given the product [NH2:28][C:27]1[N:10]([C:3]2[C:2]([Cl:1])=[CH:7][C:6]([Cl:8])=[CH:5][C:4]=2[Cl:9])[N:11]=[C:12]([CH:13]([CH3:15])[CH3:14])[C:26]=1[C:25]#[N:29], predict the reactants needed to synthesize it. The reactants are: [Cl:1][C:2]1[CH:7]=[C:6]([Cl:8])[CH:5]=[C:4]([Cl:9])[C:3]=1[NH:10][NH2:11].[CH:12](=O)[CH:13]([CH3:15])[CH3:14].C1C(=O)N(Br)C(=O)C1.[C:25](#[N:29])[CH2:26][C:27]#[N:28].CC[O-].[Na+].